From a dataset of CYP2D6 inhibition data for predicting drug metabolism from PubChem BioAssay. Regression/Classification. Given a drug SMILES string, predict its absorption, distribution, metabolism, or excretion properties. Task type varies by dataset: regression for continuous measurements (e.g., permeability, clearance, half-life) or binary classification for categorical outcomes (e.g., BBB penetration, CYP inhibition). Dataset: cyp2d6_veith. The molecule is O=C(Nc1cccnc1)C1COc2ccccc2O1. The result is 0 (non-inhibitor).